This data is from Forward reaction prediction with 1.9M reactions from USPTO patents (1976-2016). The task is: Predict the product of the given reaction. (1) Given the reactants [Cl:1][C:2]1[S:9][C:8]2[CH:7]=[C:6]([C:10]3[CH:11]=[C:12]([O:23][CH3:24])/[C:13](=[CH:15]/[C:16]4[NH:17][C:18]([CH3:22])=[CH:19][C:20]=4[CH3:21])/[N:14]=3)[N:5](C(OC(C)(C)C)=O)[C:4]=2[CH:3]=1, predict the reaction product. The product is: [Cl:1][C:2]1[S:9][C:8]2[CH:7]=[C:6]([C:10]3[CH:11]=[C:12]([O:23][CH3:24])/[C:13](=[CH:15]/[C:16]4[NH:17][C:18]([CH3:22])=[CH:19][C:20]=4[CH3:21])/[N:14]=3)[NH:5][C:4]=2[CH:3]=1. (2) Given the reactants [F:1][C:2]([F:14])([F:13])[C:3]1[CH:4]=[C:5]([CH:9]=[CH:10][C:11]=1[CH3:12])[C:6]([OH:8])=[O:7].S(=O)(=O)(O)O.[CH3:20]O, predict the reaction product. The product is: [F:1][C:2]([F:13])([F:14])[C:3]1[CH:4]=[C:5]([CH:9]=[CH:10][C:11]=1[CH3:12])[C:6]([O:8][CH3:20])=[O:7]. (3) Given the reactants C(NC1C=C(C=C(C2OC=CN=2)C=1)[C:13]([NH:15][C@@H:16]([CH2:44][C:45]1[CH:50]=[CH:49][CH:48]=[CH:47][CH:46]=1)[C@@H:17]([C@H:26]1[CH2:30][C@@H:29]([S:31]([CH2:34][CH2:35][CH3:36])(=[O:33])=[O:32])[CH2:28][N:27]1C(OC(C)(C)C)=O)[O:18][Si](C(C)(C)C)(C)C)=[O:14])(=O)C1C=CC=CC=1.[CH2:59]([N:62]([CH2:79][CH2:80][CH3:81])[C:63]([C:65]1[CH:66]=[C:67]([CH:71]=[C:72]([C:74]2[O:75][CH:76]=[CH:77][N:78]=2)[CH:73]=1)C(O)=O)=[O:64])[CH2:60][CH3:61].CN(C(ON1N=NC2C=CC=NC1=2)=[N+](C)C)C.F[P-](F)(F)(F)(F)F.CCN(C(C)C)C(C)C, predict the reaction product. The product is: [OH:18][C@H:17]([C@H:26]1[CH2:30][C@@H:29]([S:31]([CH2:34][CH2:35][CH3:36])(=[O:33])=[O:32])[CH2:28][NH:27]1)[C@@H:16]([NH:15][C:13](=[O:14])[C:67]1[CH:71]=[C:72]([C:74]2[O:75][CH:76]=[CH:77][N:78]=2)[CH:73]=[C:65]([C:63]([N:62]([CH2:59][CH2:60][CH3:61])[CH2:79][CH2:80][CH3:81])=[O:64])[CH:66]=1)[CH2:44][C:45]1[CH:46]=[CH:47][CH:48]=[CH:49][CH:50]=1. (4) Given the reactants CC1(C)C(C)(C)OB([C:9]2[CH:10]=[CH:11][C:12]3[O:16][N:15]=[C:14]([N:17]([C:25]([O:27][C:28]([CH3:31])([CH3:30])[CH3:29])=[O:26])[C:18]([O:20][C:21]([CH3:24])([CH3:23])[CH3:22])=[O:19])[C:13]=3[CH:32]=2)O1.[OH:34]O, predict the reaction product. The product is: [OH:34][C:9]1[CH:10]=[CH:11][C:12]2[O:16][N:15]=[C:14]([N:17]([C:25]([O:27][C:28]([CH3:29])([CH3:31])[CH3:30])=[O:26])[C:18]([O:20][C:21]([CH3:22])([CH3:23])[CH3:24])=[O:19])[C:13]=2[CH:32]=1. (5) Given the reactants [F:1][C:2]1[CH:7]=[CH:6][C:5]([C:8]2[C:17]3[C:12](=[C:13]([CH3:19])[C:14](O)=[CH:15][CH:16]=3)[O:11][C:10](=[O:20])[CH:9]=2)=[CH:4][CH:3]=1.[Br-:21].[Br-].C1(P(C2C=CC=CC=2)C2C=CC=CC=2)C=CC=CC=1, predict the reaction product. The product is: [Br:21][C:14]1[C:13]([CH3:19])=[C:12]2[C:17]([C:8]([C:5]3[CH:6]=[CH:7][C:2]([F:1])=[CH:3][CH:4]=3)=[CH:9][C:10](=[O:20])[O:11]2)=[CH:16][CH:15]=1. (6) Given the reactants C([O:3][C:4]([C:6]1[CH:7]=[C:8]2[C:13](=[CH:14][CH:15]=1)[N:12]([C:16]([O:18][C:19]([CH3:22])([CH3:21])[CH3:20])=[O:17])[CH2:11][CH2:10][N:9]2[S:23]([C:26]1[CH:31]=[C:30]([Cl:32])[CH:29]=[CH:28][C:27]=1[O:33][CH3:34])(=[O:25])=[O:24])=[O:5])C.[OH-].[Na+], predict the reaction product. The product is: [C:19]([O:18][C:16]([N:12]1[C:13]2[C:8](=[CH:7][C:6]([C:4]([OH:5])=[O:3])=[CH:15][CH:14]=2)[N:9]([S:23]([C:26]2[CH:31]=[C:30]([Cl:32])[CH:29]=[CH:28][C:27]=2[O:33][CH3:34])(=[O:25])=[O:24])[CH2:10][CH2:11]1)=[O:17])([CH3:22])([CH3:21])[CH3:20].